Predict the reaction yield, written as a fraction of the theoretical maximum amount of product (1.0 means a 100% yield; for example, 0.34 means a 34% yield). From a dataset of Reaction yield outcomes from USPTO patents with 853,638 reactions. (1) The yield is 0.810. The product is [Cl:1][C:2]1[C:11]([NH:14][CH2:15][CH2:16][OH:17])=[N:10][C:9]2[C:4]([N:3]=1)=[CH:5][CH:6]=[C:7]([Cl:13])[CH:8]=2. The reactants are [Cl:1][C:2]1[C:11](Cl)=[N:10][C:9]2[C:4](=[CH:5][CH:6]=[C:7]([Cl:13])[CH:8]=2)[N:3]=1.[NH2:14][CH2:15][CH2:16][OH:17]. The catalyst is CCO. (2) The product is [NH2:15][CH:5]([C:4]1[CH:7]=[CH:8][C:9]([Cl:10])=[C:2]([Cl:1])[CH:3]=1)[C:23]#[N:24]. The reactants are [Cl:1][C:2]1[CH:3]=[C:4]([CH:7]=[CH:8][C:9]=1[Cl:10])[CH:5]=O.C[Si]([N-:15][Si](C)(C)C)(C)C.[Li+].CC(C)(O)[C:23]#[N:24].C([O-])(O)=O.[Na+]. The catalyst is C1COCC1. The yield is 0.750. (3) The reactants are [H-].[Na+].[F:3][CH:4]([F:17])[C:5]1[C:13]2[C:12](=[O:14])[CH2:11][C:10]([CH3:16])([CH3:15])[CH2:9][C:8]=2[NH:7][N:6]=1.[Br:18][C:19]1[CH:26]=[C:25](F)[CH:24]=[CH:23][C:20]=1[C:21]#[N:22]. The catalyst is CS(C)=O.[NH4+].[Cl-].O. The product is [Br:18][C:19]1[CH:26]=[C:25]([N:7]2[C:8]3[CH2:9][C:10]([CH3:15])([CH3:16])[CH2:11][C:12](=[O:14])[C:13]=3[C:5]([CH:4]([F:3])[F:17])=[N:6]2)[CH:24]=[CH:23][C:20]=1[C:21]#[N:22]. The yield is 0.492. (4) The reactants are COC1C=C[C:6]([C@@H:9]([N:11]([CH2:22][C:23]2[N:24]=[C:25]3[CH:30]=[CH:29][CH:28]=[C:27]([N:31]4[CH2:36][CH2:35][N:34]([CH3:37])[CH2:33][CH2:32]4)[N:26]3[CH:38]=2)[C@@H:12]2[C:21]3[N:20]=[CH:19][CH:18]=[CH:17][C:16]=3[CH2:15][CH2:14][CH2:13]2)C)=[CH:5][CH:4]=1.C(=O)CCC. No catalyst specified. The product is [CH2:9]([N:11]([CH2:22][C:23]1[N:24]=[C:25]2[CH:30]=[CH:29][CH:28]=[C:27]([N:31]3[CH2:32][CH2:33][N:34]([CH3:37])[CH2:35][CH2:36]3)[N:26]2[CH:38]=1)[C@@H:12]1[C:21]2[N:20]=[CH:19][CH:18]=[CH:17][C:16]=2[CH2:15][CH2:14][CH2:13]1)[CH2:6][CH2:5][CH3:4]. The yield is 0.370. (5) The reactants are [CH2:1]([S:8][C:9]1[CH:18]=[C:17]2[C:12]([CH:13]=[CH:14][NH:15][C:16]2=[O:19])=[CH:11][CH:10]=1)[C:2]1[CH:7]=[CH:6][CH:5]=[CH:4][CH:3]=1.C1C(=O)N([Br:27])C(=O)C1.C(#N)C. The yield is 0.860. The catalyst is O. The product is [CH2:1]([S:8][C:9]1[CH:18]=[C:17]2[C:12]([C:13]([Br:27])=[CH:14][NH:15][C:16]2=[O:19])=[CH:11][CH:10]=1)[C:2]1[CH:7]=[CH:6][CH:5]=[CH:4][CH:3]=1. (6) The reactants are [Cl:1][C:2]1[C:7](OS(C(F)(F)F)(=O)=O)=[N:6][C:5]2[N:16]([CH:19]([CH3:21])[CH3:20])[N:17]=[CH:18][C:4]=2[C:3]=1[C:22]([O:24][CH2:25][CH3:26])=[O:23].[CH3:27][C:28]1([CH3:45])[CH2:33][C:32](B2OC(C)(C)C(C)(C)O2)=[CH:31][C:30]([CH3:44])([CH3:43])[NH:29]1.C([O-])([O-])=O.[Na+].[Na+].CO.C(Cl)Cl. The catalyst is O1CCOCC1.C1C=CC([P]([Pd]([P](C2C=CC=CC=2)(C2C=CC=CC=2)C2C=CC=CC=2)([P](C2C=CC=CC=2)(C2C=CC=CC=2)C2C=CC=CC=2)[P](C2C=CC=CC=2)(C2C=CC=CC=2)C2C=CC=CC=2)(C2C=CC=CC=2)C2C=CC=CC=2)=CC=1. The product is [Cl:1][C:2]1[C:7]([C:32]2[CH2:31][C:30]([CH3:44])([CH3:43])[NH:29][C:28]([CH3:45])([CH3:27])[CH:33]=2)=[N:6][C:5]2[N:16]([CH:19]([CH3:21])[CH3:20])[N:17]=[CH:18][C:4]=2[C:3]=1[C:22]([O:24][CH2:25][CH3:26])=[O:23]. The yield is 0.456.